The task is: Predict which catalyst facilitates the given reaction.. This data is from Catalyst prediction with 721,799 reactions and 888 catalyst types from USPTO. Reactant: [CH2:1]([O:8][C@H:9]([CH3:29])[C@H:10]([NH:21]C(OC(C)(C)C)=O)[C:11]([O:13][CH2:14][C:15]1[CH:20]=[CH:19][CH:18]=[CH:17][CH:16]=1)=[O:12])[C:2]1[CH:7]=[CH:6][CH:5]=[CH:4][CH:3]=1.Cl. Product: [NH2:21][C@@H:10]([C@H:9]([O:8][CH2:1][C:2]1[CH:3]=[CH:4][CH:5]=[CH:6][CH:7]=1)[CH3:29])[C:11]([O:13][CH2:14][C:15]1[CH:20]=[CH:19][CH:18]=[CH:17][CH:16]=1)=[O:12]. The catalyst class is: 27.